Dataset: Forward reaction prediction with 1.9M reactions from USPTO patents (1976-2016). Task: Predict the product of the given reaction. (1) Given the reactants [O:1]=[C:2]1[NH:7][C:6]2[CH:8]=[C:9]([CH2:12][N:13]3[CH2:18][CH2:17][N:16]([C:19]4[CH:27]=[CH:26][C:22]([C:23]([OH:25])=O)=[CH:21][CH:20]=4)[CH2:15][CH2:14]3)[CH:10]=[N:11][C:5]=2[N:4]2[CH2:28][CH2:29][CH2:30][CH2:31][C@@H:3]12.[CH2:32]([N:34](C(C)C)C(C)C)[CH3:33].Cl.C(N)C, predict the reaction product. The product is: [CH2:32]([NH:34][C:23](=[O:25])[C:22]1[CH:21]=[CH:20][C:19]([N:16]2[CH2:17][CH2:18][N:13]([CH2:12][C:9]3[CH:10]=[N:11][C:5]4[N:4]5[CH2:28][CH2:29][CH2:30][CH2:31][C@H:3]5[C:2](=[O:1])[NH:7][C:6]=4[CH:8]=3)[CH2:14][CH2:15]2)=[CH:27][CH:26]=1)[CH3:33]. (2) Given the reactants Br[C:2]1[CH:3]=[C:4]2[C:8](=[CH:9][CH:10]=1)[N:7]([C:11]1[CH:16]=[CH:15][C:14]([F:17])=[CH:13][CH:12]=1)[N:6]=[CH:5]2.[Li]CCCC.C(=O)=O.CC(C)=O.[Na].[Cl:31][C:32]1[N:33]=[CH:34][CH:35]=[C:36]2[C:40]([C:41](=[O:46])[C:42]([F:45])([F:44])[F:43])=[CH:39][NH:38][C:37]=12.[H-].[Na+], predict the reaction product. The product is: [Cl:31][C:32]1[N:33]=[CH:34][CH:35]=[C:36]2[C:40]([C:41]([C:2]3[CH:3]=[C:4]4[C:8](=[CH:9][CH:10]=3)[N:7]([C:11]3[CH:16]=[CH:15][C:14]([F:17])=[CH:13][CH:12]=3)[N:6]=[CH:5]4)([OH:46])[C:42]([F:43])([F:44])[F:45])=[CH:39][NH:38][C:37]=12. (3) Given the reactants S([O-])(O)(=O)=O.[Cl:6][C:7]1[CH:8]=[CH:9][C:10]2[C:19]([N:20]=1)=[C:18]1[C:13]([CH:14]=[CH:15][CH:16]=[N+:17]1[CH3:21])=[CH:12][CH:11]=2.[OH-:22].[Na+], predict the reaction product. The product is: [Cl:6][C:7]1[CH:8]=[CH:9][C:10]2[C:19](=[C:18]3[C:13](=[CH:12][CH:11]=2)[CH:14]=[CH:15][CH:16]=[N:17]3)[N:20]=1.[Cl:6][C:7]1[CH:8]=[CH:9][C:10]2[C:19]([N:20]=1)=[C:18]1[C:13]([CH:14]=[CH:15][C:16](=[O:22])[N:17]1[CH3:21])=[CH:12][CH:11]=2. (4) Given the reactants I[C:2]1[CH:8]=[CH:7][C:5]([NH2:6])=[C:4]([N+:9]([O-:11])=[O:10])[CH:3]=1.N#N.[C:14]([Si:16]([CH3:19])([CH3:18])[CH3:17])#[CH:15], predict the reaction product. The product is: [N+:9]([C:4]1[CH:3]=[C:2]([C:15]#[C:14][Si:16]([CH3:19])([CH3:18])[CH3:17])[CH:8]=[CH:7][C:5]=1[NH2:6])([O-:11])=[O:10]. (5) Given the reactants [CH2:1]([C:3]([OH:35])([CH2:33][CH3:34])/[CH:4]=[CH:5]/[C:6]1[CH:11]=[CH:10][C:9]([C:12]([CH2:30][CH3:31])([C:15]2[CH:20]=[CH:19][C:18](B3OC(C)(C)C(C)(C)O3)=[CH:17][CH:16]=2)[CH2:13][CH3:14])=[CH:8][C:7]=1[CH3:32])[CH3:2].[CH2:36]([O:38][C:39](=[O:48])[CH2:40][C:41]1[CH:42]=[N:43][C:44](Cl)=[CH:45][CH:46]=1)[CH3:37].P([O-])([O-])([O-])=O.[K+].[K+].[K+], predict the reaction product. The product is: [CH2:36]([O:38][C:39](=[O:48])[CH2:40][C:41]1[CH:42]=[N:43][C:44]([C:18]2[CH:17]=[CH:16][C:15]([C:12]([CH2:30][CH3:31])([C:9]3[CH:10]=[CH:11][C:6](/[CH:5]=[CH:4]/[C:3]([CH2:33][CH3:34])([OH:35])[CH2:1][CH3:2])=[C:7]([CH3:32])[CH:8]=3)[CH2:13][CH3:14])=[CH:20][CH:19]=2)=[CH:45][CH:46]=1)[CH3:37]. (6) Given the reactants [CH:1]1[C:10]2[C:5](=[CH:6][CH:7]=[CH:8][CH:9]=2)[CH:4]=[CH:3][C:2]=1[N:11]1[CH2:16][CH2:15][CH:14]([C:17](O)=[O:18])[CH2:13][CH2:12]1.BrC1C=CC2C(=CC=CC=2)C=1.[CH:31]1[C:44]2[C:35](=[N:36][C:37]3[C:42]([N:43]=2)=[CH:41][CH:40]=[CH:39][CH:38]=3)[CH:34]=[CH:33][C:32]=1[NH2:45], predict the reaction product. The product is: [CH:31]1[C:44]2[C:35](=[N:36][C:37]3[C:42]([N:43]=2)=[CH:41][CH:40]=[CH:39][CH:38]=3)[CH:34]=[CH:33][C:32]=1[NH:45][C:17]([CH:14]1[CH2:15][CH2:16][N:11]([C:2]2[CH:3]=[CH:4][C:9]3[C:10](=[CH:5][CH:6]=[CH:7][CH:8]=3)[CH:1]=2)[CH2:12][CH2:13]1)=[O:18]. (7) The product is: [Cl:14][C:10]1[C:9]([F:15])=[C:8]([C@@H:6]2[CH2:7][C@H:5]2[C:3]([OH:4])=[O:2])[CH:13]=[CH:12][CH:11]=1. Given the reactants C[O:2][C:3]([C@@H:5]1[CH2:7][C@H:6]1[C:8]1[CH:13]=[CH:12][CH:11]=[C:10]([Cl:14])[C:9]=1[F:15])=[O:4].O[Li].O.Cl, predict the reaction product. (8) Given the reactants [N+:1]([C:4]1[CH:16]=[CH:15][C:7]([CH2:8][C:9]2[CH:14]=[CH:13][N:12]=[CH:11][CH:10]=2)=[CH:6][CH:5]=1)([O-])=O, predict the reaction product. The product is: [N:12]1[CH:13]=[CH:14][C:9]([CH2:8][C:7]2[CH:15]=[CH:16][C:4]([NH2:1])=[CH:5][CH:6]=2)=[CH:10][CH:11]=1. (9) Given the reactants [F:1][C:2]1[CH:3]=[C:4]2[C:9](=[CH:10][CH:11]=1)[N:8]=[C:7]([O:12][CH3:13])[C:6]([NH:14][C:15](=[O:19])OCC)=[N:5]2.[C:20]1([N:26]2[CH2:31][CH2:30][NH:29][CH2:28][CH2:27]2)[CH:25]=[CH:24][CH:23]=[CH:22][CH:21]=1.C1CCN2C(=NCCC2)CC1, predict the reaction product. The product is: [F:1][C:2]1[CH:3]=[C:4]2[C:9](=[CH:10][CH:11]=1)[N:8]=[C:7]([O:12][CH3:13])[C:6]([NH:14][C:15]([N:29]1[CH2:30][CH2:31][N:26]([C:20]3[CH:25]=[CH:24][CH:23]=[CH:22][CH:21]=3)[CH2:27][CH2:28]1)=[O:19])=[N:5]2.